Task: Predict the reactants needed to synthesize the given product.. Dataset: Full USPTO retrosynthesis dataset with 1.9M reactions from patents (1976-2016) (1) Given the product [F:27][C:28]1[CH:49]=[CH:48][C:31]([CH2:32][N:33]2[C:37](=[O:38])[N:36]([C:39]3[S:40][C:41]([C:45]([NH:57][CH2:56][C:52]4[O:51][CH:55]=[CH:54][N:53]=4)=[O:46])=[C:42]([CH3:44])[N:43]=3)[CH:35]=[N:34]2)=[CH:30][CH:29]=1, predict the reactants needed to synthesize it. The reactants are: CC1N=C(N2C(=O)N(CC3C=CC(C(F)(F)F)=CC=3)N=C2)SC=1C(O)=O.[F:27][C:28]1[CH:49]=[CH:48][C:31]([CH2:32][N:33]2[C:37](=[O:38])[N:36]([C:39]3[S:40][C:41]([C:45](O)=[O:46])=[C:42]([CH3:44])[N:43]=3)[CH:35]=[N:34]2)=[CH:30][CH:29]=1.Cl.[O:51]1[CH:55]=[CH:54][N:53]=[C:52]1[CH2:56][NH2:57]. (2) The reactants are: [C:1]([O:5][C:6]([N:8]1[CH2:12][C@H:11]([S:13][CH2:14][C:15]2[CH:20]=[CH:19][C:18]([O:21][CH3:22])=[CH:17][CH:16]=2)[CH2:10][C@H:9]1[CH2:23][NH:24][CH2:25][C:26]1[CH:31]=[C:30]([F:32])[CH:29]=[CH:28][C:27]=1[F:33])=[O:7])([CH3:4])([CH3:3])[CH3:2].Br[CH2:35][C:36]([O:38][C:39]([CH3:42])([CH3:41])[CH3:40])=[O:37].C([O-])([O-])=O.[K+].[K+]. Given the product [C:1]([O:5][C:6]([N:8]1[CH2:12][C@H:11]([S:13][CH2:14][C:15]2[CH:20]=[CH:19][C:18]([O:21][CH3:22])=[CH:17][CH:16]=2)[CH2:10][C@H:9]1[CH2:23][N:24]([CH2:35][C:36]([O:38][C:39]([CH3:42])([CH3:41])[CH3:40])=[O:37])[CH2:25][C:26]1[CH:31]=[C:30]([F:32])[CH:29]=[CH:28][C:27]=1[F:33])=[O:7])([CH3:4])([CH3:2])[CH3:3], predict the reactants needed to synthesize it. (3) Given the product [NH2:1][CH2:4][CH:5]([OH:13])[CH2:6][C:7]1[CH:8]=[CH:9][CH:10]=[CH:11][CH:12]=1, predict the reactants needed to synthesize it. The reactants are: [N:1]([CH2:4][CH:5]([OH:13])[CH2:6][C:7]1[CH:12]=[CH:11][CH:10]=[CH:9][CH:8]=1)=[N+]=[N-].[H][H]. (4) Given the product [N:34]1([C@H:40]2[CH2:41][CH2:42][C@H:43]([NH:46][C:11]3[N:16]=[C:15]([NH:17][C:18]4[S:19][C:20]5[C:25]([N:26]=4)=[CH:24][CH:23]=[CH:22][N:21]=5)[CH:14]=[C:13]([CH2:27][N:28]4[CH2:33][CH2:32][CH2:31][CH2:30][CH2:29]4)[N:12]=3)[CH2:44][CH2:45]2)[CH2:35][CH2:36][O:37][CH2:38][CH2:39]1, predict the reactants needed to synthesize it. The reactants are: C1(CS([C:11]2[N:16]=[C:15]([NH:17][C:18]3[S:19][C:20]4[C:25]([N:26]=3)=[CH:24][CH:23]=[CH:22][N:21]=4)[CH:14]=[C:13]([CH2:27][N:28]3[CH2:33][CH2:32][CH2:31][CH2:30][CH2:29]3)[N:12]=2)(=O)=O)C=CC=CC=1.[N:34]1([C@H:40]2[CH2:45][CH2:44][C@H:43]([NH2:46])[CH2:42][CH2:41]2)[CH2:39][CH2:38][O:37][CH2:36][CH2:35]1.